This data is from Catalyst prediction with 721,799 reactions and 888 catalyst types from USPTO. The task is: Predict which catalyst facilitates the given reaction. (1) Reactant: B(Cl)([C@@H]1[C@@H](C)[C@@H]2C(C)(C)[C@@H](C2)C1)[C@@H]1[C@@H](C)[C@@H]2C(C)(C)[C@@H](C2)C1.[CH3:23][C:24]([C:26]1[CH:31]=[C:30]([F:32])[C:29]([F:33])=[C:28]([F:34])[CH:27]=1)=[O:25]. Product: [F:32][C:30]1[CH:31]=[C:26]([C@H:24]([OH:25])[CH3:23])[CH:27]=[C:28]([F:34])[C:29]=1[F:33]. The catalyst class is: 1. (2) Reactant: [N:1]([CH:4]([C:9]1[CH:14]=[CH:13][C:12]([O:15][C:16]([F:19])([F:18])[F:17])=[CH:11][CH:10]=1)[C:5]([F:8])([CH3:7])[CH3:6])=[N+]=[N-]. Product: [F:8][C:5]([CH3:7])([CH3:6])[CH:4]([C:9]1[CH:10]=[CH:11][C:12]([O:15][C:16]([F:17])([F:18])[F:19])=[CH:13][CH:14]=1)[NH2:1]. The catalyst class is: 129. (3) Reactant: [CH3:1][O:2][C:3]1[CH:4]=[C:5]2[C:10](=[CH:11][C:12]=1[O:13][CH3:14])[N:9]=[CH:8][CH:7]=[C:6]2[O:15][C:16]1[CH:22]=[CH:21][C:19]([NH2:20])=[C:18]([CH3:23])[CH:17]=1.C(N(CC)CC)C.ClC(Cl)(O[C:35](=[O:41])OC(Cl)(Cl)Cl)Cl.[CH2:43]([N:50]1[CH2:55][CH2:54][CH:53]([NH2:56])[CH2:52][CH2:51]1)[C:44]1[CH:49]=[CH:48][CH:47]=[CH:46][CH:45]=1. Product: [CH2:43]([N:50]1[CH2:55][CH2:54][CH:53]([NH:56][C:35]([NH:20][C:19]2[CH:21]=[CH:22][C:16]([O:15][C:6]3[C:5]4[C:10](=[CH:11][C:12]([O:13][CH3:14])=[C:3]([O:2][CH3:1])[CH:4]=4)[N:9]=[CH:8][CH:7]=3)=[CH:17][C:18]=2[CH3:23])=[O:41])[CH2:52][CH2:51]1)[C:44]1[CH:45]=[CH:46][CH:47]=[CH:48][CH:49]=1. The catalyst class is: 146. (4) Reactant: [N:1]1[CH:2]=[CH:3][N:4]2[CH:9]=[CH:8][C:7]([CH2:10][NH2:11])=[CH:6][C:5]=12.[Br:12][C:13]1[CH:18]=[CH:17][C:16]([N:19]=[C:20]=[O:21])=[CH:15][CH:14]=1. Product: [Br:12][C:13]1[CH:18]=[CH:17][C:16]([NH:19][C:20]([NH:11][CH2:10][C:7]2[CH:8]=[CH:9][N:4]3[CH:3]=[CH:2][N:1]=[C:5]3[CH:6]=2)=[O:21])=[CH:15][CH:14]=1. The catalyst class is: 4. (5) Reactant: [NH2:1][CH2:2][CH2:3][CH2:4][NH:5][C:6]([C@@H:8]([NH:13][C:14]([C:16]1[S:17][C:18]2[CH:24]=[CH:23][CH:22]=[CH:21][C:19]=2[CH:20]=1)=[O:15])[CH2:9][CH:10]([CH3:12])[CH3:11])=[O:7].[Cl:25][C:26]1[CH:31]=[C:30]([Cl:32])[CH:29]=[CH:28][C:27]=1[S:33](Cl)(=[O:35])=[O:34].CCN(CC)CC. Product: [Cl:25][C:26]1[CH:31]=[C:30]([Cl:32])[CH:29]=[CH:28][C:27]=1[S:33]([NH:1][CH2:2][CH2:3][CH2:4][NH:5][C:6]([C@@H:8]([NH:13][C:14]([C:16]1[S:17][C:18]2[CH:24]=[CH:23][CH:22]=[CH:21][C:19]=2[CH:20]=1)=[O:15])[CH2:9][CH:10]([CH3:11])[CH3:12])=[O:7])(=[O:35])=[O:34]. The catalyst class is: 2.